From a dataset of Catalyst prediction with 721,799 reactions and 888 catalyst types from USPTO. Predict which catalyst facilitates the given reaction. (1) Reactant: [NH2:1][C:2]1[N:6]([CH2:7][CH2:8][C:9]([NH2:11])=[O:10])[C:5]2[CH:12]=[CH:13][C:14]([C:16]([CH:18]3[CH2:23][CH2:22][CH2:21][CH2:20][CH2:19]3)=[O:17])=[CH:15][C:4]=2[N:3]=1.[C:24]([C:26]1[CH:34]=[CH:33][C:29]([C:30](Cl)=[O:31])=[CH:28][CH:27]=1)#[N:25]. Product: [C:9]([CH2:8][CH2:7][N:6]1[C:5]2[CH:12]=[CH:13][C:14]([C:16]([CH:18]3[CH2:23][CH2:22][CH2:21][CH2:20][CH2:19]3)=[O:17])=[CH:15][C:4]=2[N:3]=[C:2]1[NH:1][C:30](=[O:31])[C:29]1[CH:33]=[CH:34][C:26]([C:24]#[N:25])=[CH:27][CH:28]=1)(=[O:10])[NH2:11]. The catalyst class is: 202. (2) Reactant: [CH2:1]([C:3]1[N:7]([C:8]2[N:16]=[C:15]3[C:11]([N:12]=[C:13]([CH:18]=O)[N:14]3[CH3:17])=[C:10]([N:20]3[CH2:25][CH2:24][O:23][CH2:22][CH2:21]3)[N:9]=2)[C:6]2[CH:26]=[CH:27][CH:28]=[CH:29][C:5]=2[N:4]=1)[CH3:2].[CH3:30][C:31]1([OH:39])[CH2:34][N:33]([CH:35]2[CH2:38][NH:37][CH2:36]2)[CH2:32]1.C(O[BH-](OC(=O)C)OC(=O)C)(=O)C.[Na+]. Product: [CH2:1]([C:3]1[N:7]([C:8]2[N:16]=[C:15]3[C:11]([N:12]=[C:13]([CH2:18][N:37]4[CH2:38][CH:35]([N:33]5[CH2:34][C:31]([CH3:30])([OH:39])[CH2:32]5)[CH2:36]4)[N:14]3[CH3:17])=[C:10]([N:20]3[CH2:21][CH2:22][O:23][CH2:24][CH2:25]3)[N:9]=2)[C:6]2[CH:26]=[CH:27][CH:28]=[CH:29][C:5]=2[N:4]=1)[CH3:2]. The catalyst class is: 26. (3) Product: [CH2:1]([N:8]1[CH2:9][CH2:10][CH:11]([C:14]2[C:15](=[O:25])[NH:16][C:17]3[C:22]([CH:23]=2)=[CH:21][CH:20]=[CH:19][CH:18]=3)[CH2:12][CH2:13]1)[C:2]1[CH:7]=[CH:6][CH:5]=[CH:4][CH:3]=1. Reactant: [CH2:1]([N:8]1[CH2:13][CH2:12][CH:11]([CH:14]2[CH:23](O)[C:22]3[C:17](=[CH:18][CH:19]=[CH:20][CH:21]=3)[NH:16][C:15]2=[O:25])[CH2:10][CH2:9]1)[C:2]1[CH:7]=[CH:6][CH:5]=[CH:4][CH:3]=1.O.C1(C)C=CC(S(O)(=O)=O)=CC=1. The catalyst class is: 48. (4) Reactant: [F:1][C:2]1[CH:7]=[CH:6][C:5]([C:8]2([CH2:13][CH2:14][CH2:15][N:16]3[CH2:21][CH2:20][CH2:19][CH:18]([CH2:22][OH:23])[CH2:17]3)OCC[O:9]2)=[CH:4][CH:3]=1.Cl. Product: [F:1][C:2]1[CH:3]=[CH:4][C:5]([C:8](=[O:9])[CH2:13][CH2:14][CH2:15][N:16]2[CH2:21][CH2:20][CH2:19][CH:18]([CH2:22][OH:23])[CH2:17]2)=[CH:6][CH:7]=1. The catalyst class is: 5. (5) The catalyst class is: 1. Reactant: [CH2:1]([Li])CCC.[CH3:6][N:7]1[C:11]2=[N:12][CH:13]=[C:14]([C:16]([F:19])([F:18])[F:17])[CH:15]=[C:10]2[N:9]=[CH:8]1.[C:20](=[O:22])=[O:21]. Product: [CH3:6][N:7]1[C:11]2=[N:12][CH:13]=[C:14]([C:16]([F:19])([F:17])[F:18])[CH:15]=[C:10]2[N:9]=[C:8]1[C:20]([O:22][CH3:1])=[O:21].